Predict the product of the given reaction. From a dataset of Forward reaction prediction with 1.9M reactions from USPTO patents (1976-2016). (1) Given the reactants [C:1]([O:5][C:6]([N:8]1[C@@H:13]([C@@H:14]([OH:26])[C@@H:15]([NH2:25])[CH2:16][C:17]2[CH:22]=[CH:21][CH:20]=[CH:19][C:18]=2[CH2:23][CH3:24])[CH2:12][O:11][C@@H:10]([O:27][CH2:28][C:29]([CH3:32])([CH3:31])[CH3:30])[C@@H:9]1[CH3:33])=[O:7])([CH3:4])([CH3:3])[CH3:2].[C:34](OC(=O)C)(=[O:36])[CH3:35].C(N(CC)CC)C, predict the reaction product. The product is: [C:1]([O:5][C:6]([N:8]1[C@@H:13]([C@@H:14]([OH:26])[C@@H:15]([NH:25][C:34](=[O:36])[CH3:35])[CH2:16][C:17]2[CH:22]=[CH:21][CH:20]=[CH:19][C:18]=2[CH2:23][CH3:24])[CH2:12][O:11][C@@H:10]([O:27][CH2:28][C:29]([CH3:31])([CH3:30])[CH3:32])[C@@H:9]1[CH3:33])=[O:7])([CH3:3])([CH3:4])[CH3:2]. (2) Given the reactants [CH3:1][N:2]([C:4]([CH2:7][C:8]([CH3:11])([CH3:10])[CH3:9])([CH3:6])[CH3:5])[CH3:3].[CH3:12][Br:13], predict the reaction product. The product is: [Br-:13].[CH3:3][N+:2]([C:4]([CH2:7][C:8]([CH3:11])([CH3:10])[CH3:9])([CH3:5])[CH3:6])([CH3:12])[CH3:1].